Dataset: Full USPTO retrosynthesis dataset with 1.9M reactions from patents (1976-2016). Task: Predict the reactants needed to synthesize the given product. (1) Given the product [F:11][C:5]1[CH:4]=[CH:3][C:2]([C:31]2[CH:30]=[CH:29][C:28]3[C:33](=[CH:34][CH:35]=[C:26]([O:25][CH3:24])[CH:27]=3)[CH:32]=2)=[CH:10][C:6]=1[C:7]([OH:9])=[O:8], predict the reactants needed to synthesize it. The reactants are: Br[C:2]1[CH:3]=[CH:4][C:5]([F:11])=[C:6]([CH:10]=1)[C:7]([OH:9])=[O:8].COCCOC.C(=O)([O-])[O-].[Na+].[Na+].[CH3:24][O:25][C:26]1[CH:27]=[C:28]2[C:33](=[CH:34][CH:35]=1)[CH:32]=[C:31](B(O)O)[CH:30]=[CH:29]2. (2) Given the product [NH2:1][C:2]1[N:3]=[C:4]([Cl:29])[C:5]2[C:11](=[O:12])/[C:10](=[CH:13]/[CH:14]([CH3:16])[CH3:15])/[CH2:9][N:8]([CH2:18][C:19]3[C:24]([CH3:25])=[C:23]([O:26][CH3:27])[C:22]([CH3:28])=[CH:21][N:20]=3)[C:6]=2[N:7]=1, predict the reactants needed to synthesize it. The reactants are: [NH2:1][C:2]1[N:3]=[C:4]([Cl:29])[C:5]2[C:11](=[O:12])[CH:10]([CH:13](O)[CH:14]([CH3:16])[CH3:15])[CH2:9][N:8]([CH2:18][C:19]3[C:24]([CH3:25])=[C:23]([O:26][CH3:27])[C:22]([CH3:28])=[CH:21][N:20]=3)[C:6]=2[N:7]=1.[OH-].[NH4+].C(OCC)(=O)C.[OH-].[Na+].